From a dataset of Forward reaction prediction with 1.9M reactions from USPTO patents (1976-2016). Predict the product of the given reaction. (1) Given the reactants Br[CH2:2][CH2:3][CH2:4][CH2:5][CH2:6][O:7][CH2:8][CH:9]1[CH2:14][CH:13]2[CH2:15][CH:10]1[CH:11]=[CH:12]2.[CH2:16]([O:18][P:19]([O:23]CC)[O:20][CH2:21][CH3:22])[CH3:17], predict the reaction product. The product is: [CH:10]12[CH2:15][CH:13]([CH:12]=[CH:11]1)[CH2:14][CH:9]2[CH2:8][O:7][CH2:6][CH2:5][CH2:4][CH2:3][CH2:2][P:19](=[O:23])([O:20][CH2:21][CH3:22])[O:18][CH2:16][CH3:17]. (2) Given the reactants C1(=O)C2C(=CC=CC=2)CO1.[CH:11]([NH2:14])([CH3:13])[CH3:12].[F:15][C:16]([F:21])([F:20])[C:17]([OH:19])=[O:18].[NH2:22][CH2:23][C:24]1[CH:34]=[CH:33][CH:32]=[CH:31][C:25]=1[C:26](NCC)=[O:27], predict the reaction product. The product is: [F:15][C:16]([F:21])([F:20])[C:17]([OH:19])=[O:18].[NH2:22][CH2:23][C:24]1[CH:34]=[CH:33][CH:32]=[CH:31][C:25]=1[C:26]([NH:14][CH:11]([CH3:13])[CH3:12])=[O:27]. (3) Given the reactants O[C:2]1[CH:3]=[C:4]([CH:9]([CH3:13])[C:10]([OH:12])=O)[CH:5]=[CH:6][C:7]=1[OH:8].C1C=CC(C[C@H](O)C(O)=[O:23])=CC=1.[C:26]([OH:36])(=O)[C:27]1[CH:34]=[CH:33][C:31]([OH:32])=[C:29]([OH:30])[CH:28]=1.[CH:37]1[C:42]([C:43]2[O+:52]=[C:51]3[C:46]([C:47]([OH:54])=[CH:48][C:49]([OH:53])=C3)=[CH:45][C:44]=2[O:55]C2O[C@H](CO)[C@H](O)[C@H](O)[C@H]2O)=[CH:41][C:40]([OH:67])=[C:39]([OH:68])[CH:38]=1.[Cl-].C1C(C2[O+]=C3C(C(O)=CC(O)=C3)=CC=2O[C@@H]2O[C@H](CO)[C@@H](O)[C@H](O)[C@H]2O)=CC(O)=C(O)C=1.[Cl-], predict the reaction product. The product is: [CH:37]1[C:42]([C@H:43]2[O:52][C:51]3[C:13]([C@@H:9]4[C@@H:10]([OH:12])[C@@H:26]([C:27]5[CH:34]=[CH:33][C:31]([OH:32])=[C:29]([OH:30])[CH:28]=5)[O:36][C:3]5[CH:2]=[C:7]([OH:8])[CH:6]=[C:5]([OH:23])[C:4]4=5)=[C:49]([OH:53])[CH:48]=[C:47]([OH:54])[C:46]=3[CH2:45][C@H:44]2[OH:55])=[CH:41][C:40]([OH:67])=[C:39]([OH:68])[CH:38]=1. (4) The product is: [Br:39][CH2:16][CH2:15][CH2:14][CH2:13][CH2:12][CH2:11][CH2:10][CH2:9][CH2:8][CH2:7][CH2:6][S:5][CH2:4][CH2:3][C:2]([F:19])([F:18])[F:1]. Given the reactants [F:1][C:2]([F:19])([F:18])[CH2:3][CH2:4][S:5][CH2:6][CH2:7][CH2:8][CH2:9][CH2:10][CH2:11][CH2:12][CH2:13][CH2:14][CH2:15][CH2:16]O.C1(P(C2C=CC=CC=2)C2C=CC=CC=2)C=CC=CC=1.[Br:39]C(Br)(Br)Br, predict the reaction product. (5) The product is: [C:5]1([C:15]#[N:16])[C:14]2[C:9](=[CH:10][CH:11]=[CH:12][CH:13]=2)[CH:8]=[CH:7][CH:6]=1. Given the reactants [C-]#N.[Na+].Br[C:5]1[C:14]2[C:9](=[CH:10][CH:11]=[CH:12][CH:13]=2)[CH:8]=[CH:7][CH:6]=1.[CH3:15][NH:16]CCNC.[OH-].[NH4+], predict the reaction product. (6) The product is: [C:26]([C:22]1[CH:21]=[C:20]([C:17]2[CH:18]=[CH:19][C:14]([F:13])=[CH:15][CH:16]=2)[N:24]([CH3:25])[N:23]=1)#[CH:1]. Given the reactants [CH3:1]OP(C(=[N+]=[N-])C(=O)C)(=O)OC.[F:13][C:14]1[CH:19]=[CH:18][C:17]([C:20]2[N:24]([CH3:25])[N:23]=[C:22]([CH:26]=O)[CH:21]=2)=[CH:16][CH:15]=1.C(=O)([O-])[O-].[K+].[K+], predict the reaction product. (7) The product is: [C:1]([N:4]1[C:13]2[C:8](=[CH:9][C:10]([N:14]3[CH2:15][CH2:16][NH:17][CH2:18][CH2:19]3)=[CH:11][CH:12]=2)[C@H:7]([NH:27][C:28]2[CH:33]=[CH:32][C:31]([C:34]([NH:35][CH3:36])=[O:37])=[CH:30][CH:29]=2)[C@@H:6]([CH3:38])[C@@H:5]1[CH2:39][CH3:40])(=[O:3])[CH3:2]. Given the reactants [C:1]([N:4]1[C:13]2[C:8](=[CH:9][C:10]([N:14]3[CH2:19][CH2:18][N:17](C(OC(C)(C)C)=O)[CH2:16][CH2:15]3)=[CH:11][CH:12]=2)[C@H:7]([NH:27][C:28]2[CH:33]=[CH:32][C:31]([C:34](=[O:37])[NH:35][CH3:36])=[CH:30][CH:29]=2)[C@@H:6]([CH3:38])[C@@H:5]1[CH2:39][CH3:40])(=[O:3])[CH3:2].C(O)(C(F)(F)F)=O, predict the reaction product. (8) Given the reactants [CH2:1]([C:3]1[C:4]2[CH:5]=[CH:6][C:7]([NH2:15])=[CH:8][C:9]=2[C:10]([CH3:14])([CH3:13])[CH2:11][CH:12]=1)[CH3:2].Br[C:17]1[CH:27]=[CH:26][C:20]([C:21]([O:23][CH2:24][CH3:25])=[O:22])=[CH:19][CH:18]=1, predict the reaction product. The product is: [CH2:24]([O:23][C:21](=[O:22])[C:20]1[CH:26]=[CH:27][C:17]([NH:15][C:7]2[CH:6]=[CH:5][C:4]3[C:3]([CH2:1][CH3:2])=[CH:12][CH2:11][C:10]([CH3:14])([CH3:13])[C:9]=3[CH:8]=2)=[CH:18][CH:19]=1)[CH3:25]. (9) Given the reactants [NH2:1][C:2]1[N:7]=[C:6](Cl)[CH:5]=[C:4](Cl)[N:3]=1.[CH2:10]([NH2:16])[CH2:11][CH2:12][CH2:13][CH2:14][CH3:15].C([OH:19])C, predict the reaction product. The product is: [NH2:1][C:2]1[N+:7]([O-:19])=[C:6]([NH:16][CH2:10][CH2:11][CH2:12][CH2:13][CH2:14][CH3:15])[CH:5]=[CH:4][N:3]=1. (10) Given the reactants [CH2:1]([O:8][CH2:9][C:10]1[CH:18]=[C:17]([O:19][CH2:20][O:21][CH3:22])[CH:16]=[C:15]([O:23][CH2:24][O:25][CH3:26])[C:11]=1[C:12]([OH:14])=[O:13])[C:2]1[CH:7]=[CH:6][CH:5]=[CH:4][CH:3]=1.[Br:27]N1C(=O)CCC1=O.O, predict the reaction product. The product is: [CH2:1]([O:8][CH2:9][C:10]1[C:18]([Br:27])=[C:17]([O:19][CH2:20][O:21][CH3:22])[CH:16]=[C:15]([O:23][CH2:24][O:25][CH3:26])[C:11]=1[C:12]([OH:14])=[O:13])[C:2]1[CH:7]=[CH:6][CH:5]=[CH:4][CH:3]=1.